From a dataset of Reaction yield outcomes from USPTO patents with 853,638 reactions. Predict the reaction yield, written as a fraction of the theoretical maximum amount of product (1.0 means a 100% yield; for example, 0.34 means a 34% yield). (1) The reactants are Cl[C:2]1[CH:7]=[C:6](Cl)[N:5]=[C:4]([CH3:9])[N:3]=1.[NH2:10][C:11]1[C:12]([F:19])=[CH:13][C:14]([F:18])=[C:15]([OH:17])[CH:16]=1. No catalyst specified. The product is [CH3:9][C:4]1[N:5]=[C:6]([NH:10][C:11]2[C:12]([F:19])=[CH:13][C:14]([F:18])=[C:15]([OH:17])[CH:16]=2)[CH:7]=[C:2]([NH:10][C:11]2[C:12]([F:19])=[CH:13][C:14]([F:18])=[C:15]([OH:17])[CH:16]=2)[N:3]=1. The yield is 0.570. (2) The reactants are [NH2:1][C:2]1[CH:21]=[CH:20][CH:19]=[CH:18][C:3]=1[C:4]([NH:6][C:7]1[CH:17]=[CH:16][C:10]2[O:11][C:12]([F:15])([F:14])[O:13][C:9]=2[CH:8]=1)=[O:5].Cl[CH2:23][C:24]1[CH:29]=[CH:28][N:27]=[C:26]([NH:30][C:31]2[S:32][CH:33]=[C:34]([CH3:36])[N:35]=2)[CH:25]=1.[I-].[Na+]. The catalyst is CN(C=O)C. The product is [F:14][C:12]1([F:15])[O:11][C:10]2[CH:16]=[CH:17][C:7]([NH:6][C:4](=[O:5])[C:3]3[CH:18]=[CH:19][CH:20]=[CH:21][C:2]=3[NH:1][CH2:23][C:24]3[CH:29]=[CH:28][N:27]=[C:26]([NH:30][C:31]4[S:32][CH:33]=[C:34]([CH3:36])[N:35]=4)[CH:25]=3)=[CH:8][C:9]=2[O:13]1. The yield is 0.280. (3) The reactants are [Cl:1][C:2]([Cl:6])([Cl:5])[CH2:3][OH:4].[S:7](Cl)(Cl)(=[O:9])=[O:8].[N-:12]=[N+:13]=[N-:14].[Na+].[Cl-]. The catalyst is C(Cl)Cl.N1C=CC=CC=1. The product is [Cl:1][C:2]([Cl:6])([Cl:5])[CH2:3][O:4][S:7]([N:12]=[N+:13]=[N-:14])(=[O:9])=[O:8]. The yield is 0.840. (4) The reactants are [CH3:1][N:2]([CH3:25])[C:3](=O)[CH2:4][C:5]1[C:13]2[C:8](=[C:9]([F:21])[CH:10]=[C:11]([CH2:16][CH2:17][C:18]([NH2:20])=O)[C:12]=2[O:14][CH3:15])[N:7]([CH2:22][CH3:23])[CH:6]=1.[H-].[Al+3].[Li+].[H-].[H-].[H-]. The catalyst is C1COCC1. The product is [CH3:25][N:2]([CH3:1])[CH2:3][CH2:4][C:5]1[C:13]2[C:8](=[C:9]([F:21])[CH:10]=[C:11]([CH2:16][CH2:17][CH2:18][NH2:20])[C:12]=2[O:14][CH3:15])[N:7]([CH2:22][CH3:23])[CH:6]=1. The yield is 0.110. (5) The reactants are [CH2:1]([C:3]1[CH:4]=[C:5]2[C:9](=[CH:10][CH:11]=1)[N:8](S(C1C=CC=CC=1)(=O)=O)[CH2:7][CH2:6]2)[CH3:2].[OH-].[Na+]. The catalyst is Br. The product is [CH2:1]([C:3]1[CH:4]=[C:5]2[C:9](=[CH:10][CH:11]=1)[NH:8][CH2:7][CH2:6]2)[CH3:2]. The yield is 0.320.